From a dataset of Forward reaction prediction with 1.9M reactions from USPTO patents (1976-2016). Predict the product of the given reaction. (1) Given the reactants [Cl:1][C:2]1[CH:7]=[CH:6][C:5]([O:8][C:9]([N:11]2[C:20]3[C:15](=[CH:16][C:17]([OH:21])=[CH:18][CH:19]=3)[CH2:14][CH2:13][CH2:12]2)=[O:10])=[CH:4][CH:3]=1.CN(C=O)C.[Br:27][CH:28]=[CH:29][CH2:30][CH2:31]Br.Cl, predict the reaction product. The product is: [Cl:1][C:2]1[CH:7]=[CH:6][C:5]([O:8][C:9]([N:11]2[C:20]3[C:15](=[CH:16][C:17]([O:21][CH2:31][CH:30]=[CH:29][CH2:28][Br:27])=[CH:18][CH:19]=3)[CH2:14][CH2:13][CH2:12]2)=[O:10])=[CH:4][CH:3]=1. (2) Given the reactants [CH:1]1[C:2]([CH2:10][C@@H:11]([NH2:28])[CH2:12][C:13]([N:15]2[CH2:27][C:19]3=[N:20][N:21]=[C:22]([C:23]([F:26])([F:25])[F:24])[N:18]3[CH2:17][CH2:16]2)=[O:14])=[C:3]([F:9])[CH:4]=[C:5]([F:8])[C:6]=1[F:7].[C:29]([OH:36])(=[O:35])/[CH:30]=[CH:31]/[C:32]([OH:34])=[O:33], predict the reaction product. The product is: [CH:1]1[C:2]([CH2:10][C@@H:11]([NH2:28])[CH2:12][C:13]([N:15]2[CH2:27][C:19]3=[N:20][N:21]=[C:22]([C:23]([F:26])([F:25])[F:24])[N:18]3[CH2:17][CH2:16]2)=[O:14])=[C:3]([F:9])[CH:4]=[C:5]([F:8])[C:6]=1[F:7].[C:29]([O-:36])(=[O:35])/[CH:30]=[CH:31]/[C:32]([O-:34])=[O:33]. (3) Given the reactants [CH3:1][C:2]1[CH:7]=[C:6](O)[N:5]=[C:4]2[NH:9][N:10]=[C:11]([OH:12])[C:3]=12.CN(C)C1C=CC=CC=1.P(Cl)(Cl)([Cl:24])=O, predict the reaction product. The product is: [Cl:24][C:6]1[N:5]=[C:4]2[NH:9][N:10]=[C:11]([OH:12])[C:3]2=[C:2]([CH3:1])[CH:7]=1. (4) The product is: [Cl:1][C:2]1[N:7]=[C:6]([N:10]2[CH2:15][CH2:14][S:13](=[O:17])(=[O:16])[CH2:12][CH2:11]2)[CH:5]=[C:4]([CH3:9])[N:3]=1. Given the reactants [Cl:1][C:2]1[N:7]=[C:6](Cl)[CH:5]=[C:4]([CH3:9])[N:3]=1.[NH:10]1[CH2:15][CH2:14][S:13](=[O:17])(=[O:16])[CH2:12][CH2:11]1.C(N(CC)CC)C.O, predict the reaction product.